Dataset: Full USPTO retrosynthesis dataset with 1.9M reactions from patents (1976-2016). Task: Predict the reactants needed to synthesize the given product. (1) The reactants are: [Cl:1][C:2]1[CH:7]=[N:6][C:5]([C:8]([F:11])([F:10])[F:9])=[CH:4][N:3]=1.[NH2:12][C@H:13]1[CH2:17][CH2:16][CH2:15][C@@H:14]1[NH:18]C(=O)OC(C)(C)C.CCN(C(C)C)C(C)C.Cl.O1CCOCC1. Given the product [ClH:1].[F:9][C:8]([F:11])([F:10])[C:5]1[N:6]=[CH:7][C:2]([NH:12][C@H:13]2[CH2:17][CH2:16][CH2:15][C@@H:14]2[NH2:18])=[N:3][CH:4]=1, predict the reactants needed to synthesize it. (2) Given the product [Br:64][C:65]1[CH:66]=[C:67]2[C:72](=[CH:73][CH:74]=1)[N:71]=[C:70]([C:25]1[CH:24]=[CH:23][C:21]3[N:22]=[C:18]([C@@H:16]4[CH2:17][N:11]5[C:12]6[CH:13]([C@@H:5]([NH:4][C:3](=[O:63])[O:2][CH3:1])[CH2:6][CH2:7][C:8]=6[CH:9]=[CH:10]5)[C:14](=[O:62])[CH2:15]4)[NH:19][C:20]=3[CH:26]=1)[CH:69]=[N:68]2, predict the reactants needed to synthesize it. The reactants are: [CH3:1][O:2][C:3](=[O:63])[NH:4][C@@H:5]1[CH:13]2[C:14](=[O:62])[CH2:15][C@H:16]([C:18]3[NH:22][C:21]4[CH:23]=[C:24](C5C=NC(C6C=CC(C7NC([C@@H]8CC(F)(F)CN8C(=O)[C@@H](NC(OC)=O)C(C)C)=NC=7)=CC=6)=CC=5)[CH:25]=[CH:26][C:20]=4[N:19]=3)[CH2:17][N:11]3[C:12]2=[C:8]([CH:9]=[CH:10]3)[CH2:7][CH2:6]1.[Br:64][C:65]1[CH:66]=[C:67]2[C:72](=[CH:73][CH:74]=1)[N:71]=[C:70](Cl)[CH:69]=[N:68]2.C(=O)([O-])[O-].[Cs+].[Cs+].O1CCOCC1. (3) Given the product [C:20]([O:1][CH:2]1[CH2:5][N:4]([C:6](=[O:8])[CH3:7])[CH2:3]1)([C:21]1[CH:26]=[CH:25][CH:24]=[CH:23][CH:22]=1)([C:33]1[CH:34]=[CH:35][CH:36]=[CH:37][CH:38]=1)[C:27]1[CH:28]=[CH:29][CH:30]=[CH:31][CH:32]=1, predict the reactants needed to synthesize it. The reactants are: [OH:1][CH:2]1[CH2:5][N:4]([C:6](=[O:8])[CH3:7])[CH2:3]1.N12CCCN=C1CCCCC2.[C:20](Cl)([C:33]1[CH:38]=[CH:37][CH:36]=[CH:35][CH:34]=1)([C:27]1[CH:32]=[CH:31][CH:30]=[CH:29][CH:28]=1)[C:21]1[CH:26]=[CH:25][CH:24]=[CH:23][CH:22]=1. (4) Given the product [F:44][C:45]([F:54])([F:55])[C:46]1[CH:47]=[C:48]([CH:51]=[CH:52][CH:53]=1)[CH2:49][N:1]1[C:9]2[C:4](=[CH:5][CH:6]=[CH:7][CH:8]=2)[C:3]2([C:21]3[C:12](=[CH:13][C:14]4[O:19][CH2:18][CH2:17][O:16][C:15]=4[CH:20]=3)[O:11][CH2:10]2)[C:2]1=[O:22], predict the reactants needed to synthesize it. The reactants are: [NH:1]1[C:9]2[C:4](=[CH:5][CH:6]=[CH:7][CH:8]=2)[C:3]2([C:21]3[C:12](=[CH:13][C:14]4[O:19][CH2:18][CH2:17][O:16][C:15]=4[CH:20]=3)[O:11][CH2:10]2)[C:2]1=[O:22].N1C2C(=CC=CC=2)C2(C3=CC4OCOC=4C=C3OC2)C1=O.[F:44][C:45]([F:55])([F:54])[C:46]1[CH:47]=[C:48]([CH:51]=[CH:52][CH:53]=1)[CH2:49]Cl.COC1C=CC(CCl)=CC=1. (5) Given the product [CH:1]([O:4][C:5]([N:7]1[CH2:8][CH2:9][CH:10]([O:13][C:14]2[CH:15]=[CH:16][C:17]([C:42]3[CH:43]=[CH:44][C:39]([CH2:38][C@H:37]([NH:36][C:34]([O:33][C:29]([CH3:31])([CH3:30])[CH3:32])=[O:35])[C:54]([N:56]4[CH2:60][CH2:59][CH2:58][C@H:57]4[C:61]#[N:62])=[O:55])=[C:40]([F:53])[CH:41]=3)=[CH:18][CH:19]=2)[CH2:11][CH2:12]1)=[O:6])([CH3:2])[CH3:3], predict the reactants needed to synthesize it. The reactants are: [CH:1]([O:4][C:5]([N:7]1[CH2:12][CH2:11][CH:10]([O:13][C:14]2[CH:19]=[CH:18][C:17](B3OC(C)(C)C(C)(C)O3)=[CH:16][CH:15]=2)[CH2:9][CH2:8]1)=[O:6])([CH3:3])[CH3:2].[C:29]([O:33][C:34]([NH:36][C@H:37]([C:54]([N:56]1[CH2:60][CH2:59][CH2:58][C@H:57]1[C:61]#[N:62])=[O:55])[CH2:38][C:39]1[CH:44]=[CH:43][C:42](OS(C(F)(F)F)(=O)=O)=[CH:41][C:40]=1[F:53])=[O:35])([CH3:32])([CH3:31])[CH3:30].